Task: Predict the reaction yield, written as a fraction of the theoretical maximum amount of product (1.0 means a 100% yield; for example, 0.34 means a 34% yield).. Dataset: Reaction yield outcomes from USPTO patents with 853,638 reactions (1) The catalyst is C(Cl)Cl.O. The product is [CH3:7][C:8]1[C:14]([CH3:15])=[C:13]([O:16][C:18](=[O:23])[C:19]([CH3:22])([CH3:21])[CH3:20])[CH:12]=[C:11]([CH3:17])[C:9]=1[OH:10]. The yield is 0.670. The reactants are N1C=CC=CC=1.[CH3:7][C:8]1[C:14]([CH3:15])=[C:13]([OH:16])[CH:12]=[C:11]([CH3:17])[C:9]=1[OH:10].[C:18](Cl)(=[O:23])[C:19]([CH3:22])([CH3:21])[CH3:20].C(O)(=O)C. (2) The reactants are Br[C:2]1[CH:3]=[C:4]([C:12]([O:14][CH3:15])=[O:13])[CH:5]=[C:6]([CH:11]=1)[C:7]([O:9][CH3:10])=[O:8].[CH:16]([B-](F)(F)F)=[CH2:17].[K+].C(Cl)Cl.CCN(CC)CC. The catalyst is CC(O)C.O.CCOC(C)=O. The product is [CH:16]([C:2]1[CH:3]=[C:4]([C:12]([O:14][CH3:15])=[O:13])[CH:5]=[C:6]([CH:11]=1)[C:7]([O:9][CH3:10])=[O:8])=[CH2:17]. The yield is 0.700. (3) The reactants are C([O:5][C:6](=[O:18])[CH2:7][CH:8]([NH:11][C:12]([O:14][CH2:15][CH:16]=[CH2:17])=[O:13])[CH2:9][OH:10])(C)(C)C.[CH2:19](O)[CH:20]([CH3:22])[CH3:21]. No catalyst specified. The product is [CH2:15]([O:14][C:12](=[O:13])[NH:11][CH:8]1[CH2:7][C:6](=[O:5])[O:18][CH:9]1[O:10][CH2:19][CH:20]([CH3:22])[CH3:21])[CH:16]=[CH2:17]. The yield is 0.0730. (4) The reactants are [C:1]([O:5][C:6](=[O:26])[N:7]([C:15]1[CH:20]=[C:19]([O:21][CH3:22])[CH:18]=[CH:17][C:16]=1[N+:23]([O-:25])=[O:24])C(OC(C)(C)C)=O)([CH3:4])([CH3:3])[CH3:2].C[O-].[Na+]. The catalyst is C1(C)C=CC=CC=1.CO. The product is [C:1]([O:5][C:6](=[O:26])[NH:7][C:15]1[CH:20]=[C:19]([O:21][CH3:22])[CH:18]=[CH:17][C:16]=1[N+:23]([O-:25])=[O:24])([CH3:4])([CH3:2])[CH3:3]. The yield is 0.750. (5) The reactants are [Br:1][C:2]1[CH:11]=[C:10]2[C:5]([CH:6]=[CH:7][N:8]=[C:9]2Cl)=[CH:4][CH:3]=1.[CH3:13][O-:14].[Na+]. The catalyst is CO. The product is [Br:1][C:2]1[CH:11]=[C:10]2[C:5]([CH:6]=[CH:7][N:8]=[C:9]2[O:14][CH3:13])=[CH:4][CH:3]=1. The yield is 0.930. (6) The reactants are [C:1]([C:5]1[CH:10]=[CH:9][C:8]([NH2:11])=[CH:7][C:6]=1[N+:12]([O-:14])=[O:13])([CH3:4])([CH3:3])[CH3:2].[CH3:15][C:16]([O:19][C:20](O[C:20]([O:19][C:16]([CH3:18])([CH3:17])[CH3:15])=[O:21])=[O:21])([CH3:18])[CH3:17]. The catalyst is [OH-].[Na+].C1COCC1. The yield is 0.740. The product is [C:16]([O:19][C:20](=[O:21])[NH:11][C:8]1[CH:9]=[CH:10][C:5]([C:1]([CH3:4])([CH3:2])[CH3:3])=[C:6]([N+:12]([O-:14])=[O:13])[CH:7]=1)([CH3:18])([CH3:17])[CH3:15]. (7) The reactants are [Br:1][C:2]1[CH:3]=[C:4]([C:8]([OH:10])=O)[N:5]([CH3:7])[CH:6]=1.[NH2:11][CH:12]([CH2:22][C:23]1[CH:28]=[CH:27][CH:26]=[CH:25][CH:24]=1)[CH2:13][NH:14][C:15](=[O:21])[O:16][C:17]([CH3:20])([CH3:19])[CH3:18].C1CN([P+](Br)(N2CCCC2)N2CCCC2)CC1.F[P-](F)(F)(F)(F)F.CCN(C(C)C)C(C)C. The product is [Br:1][C:2]1[CH:3]=[C:4]([C:8]([NH:11][CH:12]([CH2:22][C:23]2[CH:24]=[CH:25][CH:26]=[CH:27][CH:28]=2)[CH2:13][NH:14][C:15](=[O:21])[O:16][C:17]([CH3:20])([CH3:18])[CH3:19])=[O:10])[N:5]([CH3:7])[CH:6]=1. The yield is 0.260. The catalyst is C(Cl)(Cl)Cl. (8) The reactants are [NH2:1][C:2]1[CH:10]=[C:9]([O:11][CH3:12])[CH:8]=[C:7]([O:13][CH3:14])[C:3]=1[C:4]([NH2:6])=[O:5].[OH:15][CH2:16][CH2:17][N:18]([CH2:27][CH2:28][OH:29])[C:19]1[CH:26]=[CH:25][C:22]([CH:23]=O)=[CH:21][CH:20]=1.COC1C=C(OC)C=C2C=1C(=O)NC(C1C=CC=CN=1)=N2. No catalyst specified. The product is [OH:15][CH2:16][CH2:17][N:18]([CH2:27][CH2:28][OH:29])[C:19]1[CH:26]=[CH:25][C:22]([C:23]2[NH:6][C:4](=[O:5])[C:3]3[C:2](=[CH:10][C:9]([O:11][CH3:12])=[CH:8][C:7]=3[O:13][CH3:14])[N:1]=2)=[CH:21][CH:20]=1. The yield is 0.410.